Dataset: NCI-60 drug combinations with 297,098 pairs across 59 cell lines. Task: Regression. Given two drug SMILES strings and cell line genomic features, predict the synergy score measuring deviation from expected non-interaction effect. Drug 1: CC(C1=C(C=CC(=C1Cl)F)Cl)OC2=C(N=CC(=C2)C3=CN(N=C3)C4CCNCC4)N. Drug 2: CC1CCCC2(C(O2)CC(NC(=O)CC(C(C(=O)C(C1O)C)(C)C)O)C(=CC3=CSC(=N3)C)C)C. Cell line: HT29. Synergy scores: CSS=22.3, Synergy_ZIP=0.678, Synergy_Bliss=7.58, Synergy_Loewe=3.20, Synergy_HSA=6.40.